Regression. Given a peptide amino acid sequence and an MHC pseudo amino acid sequence, predict their binding affinity value. This is MHC class II binding data. From a dataset of Peptide-MHC class II binding affinity with 134,281 pairs from IEDB. The peptide sequence is GELQIVDKIAAAFKI. The MHC is DRB5_0101 with pseudo-sequence DRB5_0101. The binding affinity (normalized) is 0.637.